This data is from NCI-60 drug combinations with 297,098 pairs across 59 cell lines. The task is: Regression. Given two drug SMILES strings and cell line genomic features, predict the synergy score measuring deviation from expected non-interaction effect. (1) Drug 1: CS(=O)(=O)C1=CC(=C(C=C1)C(=O)NC2=CC(=C(C=C2)Cl)C3=CC=CC=N3)Cl. Drug 2: CCCCCOC(=O)NC1=NC(=O)N(C=C1F)C2C(C(C(O2)C)O)O. Cell line: A498. Synergy scores: CSS=8.30, Synergy_ZIP=-4.22, Synergy_Bliss=-2.44, Synergy_Loewe=-2.35, Synergy_HSA=-1.93. (2) Drug 1: C1CN1C2=NC(=NC(=N2)N3CC3)N4CC4. Drug 2: CC12CCC3C(C1CCC2O)C(CC4=C3C=CC(=C4)O)CCCCCCCCCS(=O)CCCC(C(F)(F)F)(F)F. Cell line: SR. Synergy scores: CSS=56.5, Synergy_ZIP=-0.801, Synergy_Bliss=-1.17, Synergy_Loewe=-22.0, Synergy_HSA=0.611. (3) Synergy scores: CSS=1.50, Synergy_ZIP=-2.29, Synergy_Bliss=-6.14, Synergy_Loewe=-3.45, Synergy_HSA=-7.13. Drug 1: CC1=C(C(CCC1)(C)C)C=CC(=CC=CC(=CC(=O)O)C)C. Cell line: KM12. Drug 2: C1C(C(OC1N2C=NC3=C2NC=NCC3O)CO)O. (4) Drug 1: CN(C(=O)NC(C=O)C(C(C(CO)O)O)O)N=O. Drug 2: C1CCC(C(C1)N)N.C(=O)(C(=O)[O-])[O-].[Pt+4]. Cell line: NCI/ADR-RES. Synergy scores: CSS=-8.68, Synergy_ZIP=-4.18, Synergy_Bliss=-12.7, Synergy_Loewe=-45.3, Synergy_HSA=-22.8. (5) Drug 1: C1=CC(=CC=C1CC(C(=O)O)N)N(CCCl)CCCl.Cl. Drug 2: C1C(C(OC1N2C=C(C(=O)NC2=O)F)CO)O. Cell line: SNB-75. Synergy scores: CSS=33.4, Synergy_ZIP=-9.13, Synergy_Bliss=-8.26, Synergy_Loewe=-43.9, Synergy_HSA=-8.25. (6) Drug 1: CS(=O)(=O)C1=CC(=C(C=C1)C(=O)NC2=CC(=C(C=C2)Cl)C3=CC=CC=N3)Cl. Drug 2: C1C(C(OC1N2C=C(C(=O)NC2=O)F)CO)O. Cell line: PC-3. Synergy scores: CSS=53.3, Synergy_ZIP=12.4, Synergy_Bliss=14.6, Synergy_Loewe=-31.6, Synergy_HSA=14.4. (7) Drug 1: C1CCN(CC1)CCOC2=CC=C(C=C2)C(=O)C3=C(SC4=C3C=CC(=C4)O)C5=CC=C(C=C5)O. Drug 2: CC1=C(C(CCC1)(C)C)C=CC(=CC=CC(=CC(=O)O)C)C. Cell line: OVCAR-5. Synergy scores: CSS=0.406, Synergy_ZIP=0.816, Synergy_Bliss=0.0170, Synergy_Loewe=-2.14, Synergy_HSA=-2.12. (8) Drug 1: CCC(=C(C1=CC=CC=C1)C2=CC=C(C=C2)OCCN(C)C)C3=CC=CC=C3.C(C(=O)O)C(CC(=O)O)(C(=O)O)O. Drug 2: COC1=C2C(=CC3=C1OC=C3)C=CC(=O)O2. Cell line: NCI-H522. Synergy scores: CSS=6.54, Synergy_ZIP=-0.977, Synergy_Bliss=0.411, Synergy_Loewe=0.210, Synergy_HSA=0.251.